This data is from Full USPTO retrosynthesis dataset with 1.9M reactions from patents (1976-2016). The task is: Predict the reactants needed to synthesize the given product. (1) Given the product [F:24][C:18]1[CH:19]=[CH:20][C:21]([F:23])=[CH:22][C:17]=1[CH2:16][N:14]1[CH:15]=[C:11]([C:10]2[C:4]3[C:5](=[N:6][CH:7]=[C:2]([C:43]4[CH:44]=[C:45]([NH:49][S:50]([CH3:53])(=[O:51])=[O:52])[CH:46]=[CH:47][CH:48]=4)[CH:3]=3)[N:8]([S:25]([C:28]3[CH:29]=[CH:30][C:31]([CH3:32])=[CH:33][CH:34]=3)(=[O:27])=[O:26])[CH:9]=2)[CH:12]=[N:13]1, predict the reactants needed to synthesize it. The reactants are: Br[C:2]1[CH:3]=[C:4]2[C:10]([C:11]3[CH:12]=[N:13][N:14]([CH2:16][C:17]4[CH:22]=[C:21]([F:23])[CH:20]=[CH:19][C:18]=4[F:24])[CH:15]=3)=[CH:9][N:8]([S:25]([C:28]3[CH:34]=[CH:33][C:31]([CH3:32])=[CH:30][CH:29]=3)(=[O:27])=[O:26])[C:5]2=[N:6][CH:7]=1.CC1(C)C(C)(C)OB([C:43]2[CH:44]=[C:45]([NH:49][S:50]([CH3:53])(=[O:52])=[O:51])[CH:46]=[CH:47][CH:48]=2)O1.C(=O)([O-])[O-].[Na+].[Na+]. (2) Given the product [CH3:1][S:2]([C:5]1[CH:6]=[C:7]([C:11]2[CH:16]=[CH:15][C:14]([N:17]3[CH:21]=[C:20]([C:22]4[O:23][CH:36]=[N:25][N:24]=4)[N:19]=[C:18]3[C:26]3[CH:31]=[CH:30][CH:29]=[CH:28][C:27]=3[C:32]([F:35])([F:33])[F:34])=[CH:13][CH:12]=2)[CH:8]=[CH:9][CH:10]=1)(=[O:3])=[O:4], predict the reactants needed to synthesize it. The reactants are: [CH3:1][S:2]([C:5]1[CH:6]=[C:7]([C:11]2[CH:16]=[CH:15][C:14]([N:17]3[CH:21]=[C:20]([C:22]([NH:24][NH2:25])=[O:23])[N:19]=[C:18]3[C:26]3[CH:31]=[CH:30][CH:29]=[CH:28][C:27]=3[C:32]([F:35])([F:34])[F:33])=[CH:13][CH:12]=2)[CH:8]=[CH:9][CH:10]=1)(=[O:4])=[O:3].[CH:36](OCC)(OCC)OCC.C1(C)C=CC(S(O)(=O)=O)=CC=1. (3) Given the product [F:1][C:2]1[C:7]([F:8])=[CH:6][CH:5]=[CH:4][C:3]=1[C:9]1[N:17]=[C:12]2[CH:13]=[N:14][N:15]([CH2:19][C:20]3[CH:25]=[N:24][C:23]([C:26]4[CH:31]=[CH:30][C:29]([C:32]5[CH:33]=[N:34][CH:35]=[CH:36][CH:37]=5)=[CH:28][C:27]=4[C:38]([F:41])([F:39])[F:40])=[CH:22][CH:21]=3)[CH:16]=[C:11]2[N:10]=1, predict the reactants needed to synthesize it. The reactants are: [F:1][C:2]1[C:7]([F:8])=[CH:6][CH:5]=[CH:4][C:3]=1[C:9]1[N:17]=[C:12]2[CH:13]=[N:14][NH:15][CH:16]=[C:11]2[N:10]=1.Br[CH2:19][C:20]1[CH:21]=[CH:22][C:23]([C:26]2[CH:31]=[CH:30][C:29]([C:32]3[CH:33]=[N:34][CH:35]=[CH:36][CH:37]=3)=[CH:28][C:27]=2[C:38]([F:41])([F:40])[F:39])=[N:24][CH:25]=1. (4) Given the product [Br:44][C:45]1[CH:46]=[CH:47][C:48]([OH:51])=[C:49]([C:4]2([OH:17])[C:3]3[C:7](=[CH:8][CH:9]=[CH:10][CH:2]=3)[N:6]([CH2:11][CH2:12][CH2:13][CH2:14][CH3:15])[C:5]2=[O:16])[CH:50]=1, predict the reactants needed to synthesize it. The reactants are: Br[C:2]1[CH:10]=[CH:9][CH:8]=[C:7]2[C:3]=1[C:4](=[O:17])[C:5](=[O:16])[N:6]2[CH2:11][CH2:12][CH2:13][CH2:14][CH3:15].C(N1C2C(=CC=CC=2)C(=O)C1=O)CCCC.O1C2C=CC(O)=CC=2OC1.[Br:44][C:45]1[CH:50]=[CH:49][C:48]([OH:51])=[CH:47][CH:46]=1.